From a dataset of Full USPTO retrosynthesis dataset with 1.9M reactions from patents (1976-2016). Predict the reactants needed to synthesize the given product. The reactants are: [N:1]12[CH2:8][CH2:7][C:4]([C:9]([C:17]3[CH:22]=[CH:21][CH:20]=[CH:19][CH:18]=3)([C:11]3[CH:16]=[CH:15][CH:14]=[CH:13][CH:12]=3)[OH:10])([CH2:5][CH2:6]1)[CH2:3][CH2:2]2.[Br:23][CH2:24][CH2:25][CH2:26][O:27][C:28]1[CH:35]=[CH:34][C:31]([C:32]#[N:33])=[CH:30][CH:29]=1. Given the product [Br-:23].[C:32]([C:31]1[CH:34]=[CH:35][C:28]([O:27][CH2:26][CH2:25][CH2:24][N+:1]23[CH2:6][CH2:5][C:4]([C:9]([OH:10])([C:17]4[CH:22]=[CH:21][CH:20]=[CH:19][CH:18]=4)[C:11]4[CH:12]=[CH:13][CH:14]=[CH:15][CH:16]=4)([CH2:3][CH2:2]2)[CH2:7][CH2:8]3)=[CH:29][CH:30]=1)#[N:33], predict the reactants needed to synthesize it.